This data is from Drug-target binding data from BindingDB using Ki measurements. The task is: Regression. Given a target protein amino acid sequence and a drug SMILES string, predict the binding affinity score between them. We predict pKi (pKi = -log10(Ki in M); higher means stronger inhibition). Dataset: bindingdb_ki. (1) The compound is CCCc1nc(C)c2c(=O)[nH]c(-c3cc(S(=O)(=O)N4CCN(CC)CC4)ccc3OCC)nn12. The target protein (Q80VJ4) has sequence MTPSQVTFEIRGTLLPGEVFAMCGNCDALGNWSPQNAVPLTESETGESVWKAVIVLSRGMSVKYRYFRGCFLEPKTIGGPCQVIVHKWETHLQPRSITPLENEIIIDDGQFGIHNGVETLDSGWLTCQTEIRLRLHFSEKPPVSITKKKFKKSRFRVKLTLEGLEEDDDDDDKASPTVLHKMSNSLEISLISDNEFKCRHSQPECGYGLQPDRWTEYSIQTMEPDNLELIFDFFEEDLSEHVVQGDVLPGHVGTACLLSSTIAESERSAGILTLPIMSRSSRKTIGKVRVDFIIIKPLPGYSCSMQSSFSKYWKPRIPLDVGHRGAGNSTTTAKLAKVQENTIASLRNAASHGAAFVEFDVHLSKDLVPVVYHDLTCCLTMKRKYEADPVELFEIPVKELTFDQLQLLKLSHVTALKTKDQKQCMAEEENSFSENQPFPSLKMVLESLPENVGFNIEIKWICQHRDGVWDGNLSTYFDMNAFLDIILKTVLENSGKRRIV.... The pKi is 8.5. (2) The drug is Nc1ncnc2c1ncn2[C@@H]1O[C@H]([C@H](CSCCC(N)C(=O)O)OP(=O)(O)OP(=O)(O)NP(=O)(O)O)[C@@H](O)[C@H]1O. The target protein (P13444) has sequence MNGPVDGLCDHSLSEEGAFMFTSESVGEGHPDKICDQISDAVLDAHLKQDPNAKVACETVCKTGMVLLCGEITSMAMIDYQRVVRDTIKHIGYDDSAKGFDFKTCNVLVALEQQSPDIAQCVHLDRNEEDVGAGDQGLMFGYATDETEECMPLTIVLAHKLNTRMADLRRSGVLPWLRPDSKTQVTVQYVQDNGAVIPVRVHTIVISVQHNEDITLEAMREALKEQVIKAVVPAKYLDEDTIYHLQPSGRFVIGGPQGDAGVTGRKIIVDTYGGWGAHGGGAFSGKDYTKVDRSAAYAARWVAKSLVKAGLCRRVLVQVSYAIGVAEPLSISIFTYGTSKKTERDELLEVVNKNFDLRPGVIVRDLDLKKPIYQKTACYGHFGRSEFPWEVPKKLVF. The pKi is 6.7.